From a dataset of Full USPTO retrosynthesis dataset with 1.9M reactions from patents (1976-2016). Predict the reactants needed to synthesize the given product. (1) The reactants are: [C:1](/[N:3]=[C:4](\SC)/[NH:5][C:6]1[CH:11]=[C:10]([Cl:12])[C:9]([Cl:13])=[C:8]([Cl:14])[CH:7]=1)#[N:2].[NH2:17][NH2:18]. Given the product [Cl:12][C:10]1[CH:11]=[C:6]([NH:5][C:4]2[N:3]=[C:1]([NH2:2])[NH:18][N:17]=2)[CH:7]=[C:8]([Cl:14])[C:9]=1[Cl:13], predict the reactants needed to synthesize it. (2) Given the product [Cl:27][C:23]1[CH:22]=[C:21]([C:17]2[CH:16]=[CH:15][CH:20]=[C:19]([N:12]3[C:11]4[CH:10]=[CH:9][CH:8]=[CH:7][C:6]=4[C:5]4[C:13]3=[CH:1][CH:2]=[CH:3][CH:4]=4)[CH:18]=2)[CH:26]=[CH:25][CH:24]=1, predict the reactants needed to synthesize it. The reactants are: [CH:1]1[C:13]2[NH:12][C:11]3[C:6](=[CH:7][CH:8]=[CH:9][CH:10]=3)[C:5]=2[CH:4]=[CH:3][CH:2]=1.Br[C:15]1[CH:16]=[C:17]([C:21]2[CH:26]=[CH:25][CH:24]=[C:23]([Cl:27])[CH:22]=2)[CH:18]=[CH:19][CH:20]=1.C(P(C(C)(C)C)C(C)(C)C)(C)(C)C.C(O[Na])(C)(C)C.